Task: Token-level Classification. Given an antibody amino acid sequence, predict which amino acid positions are active in antigen binding. Output is a list of indices for active paratope positions.. Dataset: Antibody paratope prediction from SAbDab with 1,023 antibody chains (1) Given the antibody sequence: QVQLQQSGAELMKPGASVKISCKATGYTFSSYWIEWVKQRPGHGLEWIGEILPGSGSTNYNERFKGKASFTADSSSNTAYMQLSSLTSEDSAVYYCTRTSYYFGSSYDFDVWGAGTTVTVSS, which amino acid positions are active in antigen binding (paratope)? The paratope positions are: [52, 83, 84, 85, 104, 105, 106, 107, 108]. (2) The paratope positions are: [29, 30, 96, 97]. Given the antibody sequence: QSVLTQPPSVSAAPGQKVTISCSGSSSDIGSNYVSWYQQFPGTAPKLLIYDNNKRPSAIPDRFSGSKSGTSATLGITGLQTGDEADYYCGTWDSRLGIAVFGGGTQLTVL, which amino acid positions are active in antigen binding (paratope)? (3) Given the antibody sequence: EVQLVQSGAEVKKPGESLKISCKGSGYSFTTYWLGWVRQMPGKGLDWIGIMSPVDSDIRYSPSFQGQVTMSVDKSITTAYLQWNSLKASDTAMYYCARRRPGQGYFDFWGQGTLVTVSS, which amino acid positions are active in antigen binding (paratope)? The paratope positions are: [52, 83, 84, 85, 104, 105]. (4) The paratope positions are: [52, 83, 84, 85, 104, 105, 106, 107, 108, 109, 110, 111]. Given the antibody sequence: EVQLLESGGGLVQPGGSLRLSCAASGFTFSSYAMSWVRQAPGKGLEWVSAISGSGGSTYYADSVKGRFTISRDNSKNTLYLQMNSLRAEDTAVYYCAKDPGGDSSPAGRTWFDPWGQGTLVTVSS, which amino acid positions are active in antigen binding (paratope)? (5) Given the antibody sequence: QVQLVESGGGVVQPGRSLRLSCAASGFTFSNHGMHWVRQAPGKRLEWVAVISYDGRHEHYADLVKGRFTISRDNSKNTLYLQMNSLRAEDRALYFCAREGLSRDNSGFTGLIDYWGQGTMVTVSS, which amino acid positions are active in antigen binding (paratope)? The paratope positions are: [52, 83, 84, 85, 104, 105, 106, 107, 108, 109, 110, 111]. (6) Given the antibody sequence: EVQLVESGGGLVKPGGSLKLSCAASGFIFSDYYMYWVRQTPEKRLEWVATISDGNSYTYYVDSVKGRFTISRDNAKNNLYLQMSSLKSEDTAIYYCARDGPTDSSGYGGFGYWGQGTLVTVS, which amino acid positions are active in antigen binding (paratope)? The paratope positions are: [52, 83, 84, 85, 104, 105, 106, 107, 108, 109].